From a dataset of Catalyst prediction with 721,799 reactions and 888 catalyst types from USPTO. Predict which catalyst facilitates the given reaction. (1) Product: [Si:1]([O:8][C@H:9]1[CH2:14][CH2:13][C@H:12]([N:15]2[C:23]3[CH:22]=[CH:21][N:20]=[C:19]([O:24][CH3:25])[C:18]=3[C:17]([C:35]3[CH:40]=[CH:39][C:38]([S:41]([NH2:44])(=[O:43])=[O:42])=[CH:37][CH:36]=3)=[CH:16]2)[CH2:11][CH2:10]1)([C:4]([CH3:7])([CH3:6])[CH3:5])([CH3:3])[CH3:2]. The catalyst class is: 339. Reactant: [Si:1]([O:8][C@H:9]1[CH2:14][CH2:13][C@H:12]([N:15]2[C:23]3[CH:22]=[CH:21][N:20]=[C:19]([O:24][CH3:25])[C:18]=3[C:17](I)=[CH:16]2)[CH2:11][CH2:10]1)([C:4]([CH3:7])([CH3:6])[CH3:5])([CH3:3])[CH3:2].CC1(C)C(C)(C)OB([C:35]2[CH:40]=[CH:39][C:38]([S:41]([NH2:44])(=[O:43])=[O:42])=[CH:37][CH:36]=2)O1.C(=O)([O-])[O-].[K+].[K+]. (2) Reactant: [OH:1][C:2]1[CH:7]=[CH:6][C:5]([C@H:8]([C:13]#[C:14][CH3:15])[CH2:9][C:10]([OH:12])=[O:11])=[CH:4][CH:3]=1.S(=O)(=O)(O)O.O.[C:22](=O)(O)[O-].[Na+]. Product: [CH3:22][O:11][C:10](=[O:12])[CH2:9][C@H:8]([C:5]1[CH:4]=[CH:3][C:2]([OH:1])=[CH:7][CH:6]=1)[C:13]#[C:14][CH3:15]. The catalyst class is: 5. (3) Reactant: [NH2:1][CH2:2][CH2:3][CH:4]([OH:8])[C:5]([OH:7])=[O:6].C(=O)([O-])[O-].[K+].[K+].[CH3:15][C:16]([O:19][C:20](O[C:20]([O:19][C:16]([CH3:18])([CH3:17])[CH3:15])=[O:21])=[O:21])([CH3:18])[CH3:17]. Product: [C:16]([O:19][C:20]([NH:1][CH2:2][CH2:3][CH:4]([OH:8])[C:5]([OH:7])=[O:6])=[O:21])([CH3:18])([CH3:17])[CH3:15]. The catalyst class is: 127. (4) Reactant: CC([CH2:5][N:6]([CH2:10][CH2:11][N:12]1[CH:16]=[C:15]([C:17]2[CH:18]=[C:19]3[C:24](=[CH:25][CH:26]=2)[N:23]([C:27](=[O:29])[CH3:28])[C@@H:22]([CH3:30])[CH2:21][C@H:20]3[NH:31][C:32]2[C:37]([F:38])=[CH:36][CH:35]=[CH:34][N:33]=2)[CH:14]=[N:13]1)C(=O)[O-])(C)C.FC(F)(F)C(O)=O.[ClH:46].CCOCC. Product: [ClH:46].[C:27]([N:23]1[C:24]2[C:19](=[CH:18][C:17]([C:15]3[CH:14]=[N:13][N:12]([CH2:11][CH2:10][NH:6][CH3:5])[CH:16]=3)=[CH:26][CH:25]=2)[C@H:20]([NH:31][C:32]2[C:37]([F:38])=[CH:36][CH:35]=[CH:34][N:33]=2)[CH2:21][C@@H:22]1[CH3:30])(=[O:29])[CH3:28]. The catalyst class is: 4. (5) Reactant: [F:1][CH:2]1[CH2:6][N:5](C(OCC2C=CC=CC=2)=O)[C@H:4]([C:17]([O:19][C:20]([CH3:23])([CH3:22])[CH3:21])=[O:18])[CH2:3]1. Product: [F:1][CH:2]1[CH2:6][NH:5][C@H:4]([C:17]([O:19][C:20]([CH3:23])([CH3:22])[CH3:21])=[O:18])[CH2:3]1. The catalyst class is: 129.